From a dataset of Full USPTO retrosynthesis dataset with 1.9M reactions from patents (1976-2016). Predict the reactants needed to synthesize the given product. Given the product [CH2:1]([CH:3]1[N:12]2[C:7](=[CH:8][C:9](=[O:18])[C:10]([C:13]([O:15][CH2:16][CH3:17])=[O:14])=[CH:11]2)[C:6]2[CH:19]=[C:20]([O:24][CH3:25])[C:21]([O:23][CH2:37][CH2:38][N:39]3[CH2:43][CH2:42][CH2:41][C:40]3=[O:44])=[CH:22][C:5]=2[CH2:4]1)[CH3:2], predict the reactants needed to synthesize it. The reactants are: [CH2:1]([CH:3]1[N:12]2[C:7](=[CH:8][C:9](=[O:18])[C:10]([C:13]([O:15][CH2:16][CH3:17])=[O:14])=[CH:11]2)[C:6]2[CH:19]=[C:20]([O:24][CH3:25])[C:21]([OH:23])=[CH:22][C:5]=2[CH2:4]1)[CH3:2].CC1C=CC(S(O[CH2:37][CH2:38][N:39]2[CH2:43][CH2:42][CH2:41][C:40]2=[O:44])(=O)=O)=CC=1.C([O-])([O-])=O.[K+].[K+].